Dataset: Peptide-MHC class I binding affinity with 185,985 pairs from IEDB/IMGT. Task: Regression. Given a peptide amino acid sequence and an MHC pseudo amino acid sequence, predict their binding affinity value. This is MHC class I binding data. (1) The peptide sequence is TQLFKYVPSA. The MHC is HLA-A02:02 with pseudo-sequence HLA-A02:02. The binding affinity (normalized) is 0. (2) The peptide sequence is GHVRPKSSSLI. The MHC is H-2-Kd with pseudo-sequence H-2-Kd. The binding affinity (normalized) is 0.369. (3) The peptide sequence is IPRNRDNLL. The MHC is HLA-A02:19 with pseudo-sequence HLA-A02:19. The binding affinity (normalized) is 0.0847. (4) The peptide sequence is TLLGLILFVL. The MHC is HLA-A68:02 with pseudo-sequence HLA-A68:02. The binding affinity (normalized) is 0.392. (5) The peptide sequence is IPRACQKSL. The MHC is HLA-B51:01 with pseudo-sequence HLA-B51:01. The binding affinity (normalized) is 0.0847. (6) The peptide sequence is KINSVKYYGR. The MHC is HLA-A33:01 with pseudo-sequence HLA-A33:01. The binding affinity (normalized) is 0.280. (7) The peptide sequence is FGYNSSLL. The MHC is H-2-Kb with pseudo-sequence H-2-Kb. The binding affinity (normalized) is 0.594. (8) The peptide sequence is CTITPFGI. The MHC is Mamu-B17 with pseudo-sequence Mamu-B17. The binding affinity (normalized) is 0. (9) The peptide sequence is GIPHPAGLK. The MHC is HLA-A24:02 with pseudo-sequence HLA-A24:02. The binding affinity (normalized) is 0.